From a dataset of Full USPTO retrosynthesis dataset with 1.9M reactions from patents (1976-2016). Predict the reactants needed to synthesize the given product. (1) Given the product [OH:26][CH2:25][CH2:24][O:23][CH2:22][CH2:21][O:1][C:2]1[CH:3]=[C:4]([C:8](=[O:13])[CH2:9][CH2:10][CH2:11][CH3:12])[CH:5]=[CH:6][CH:7]=1, predict the reactants needed to synthesize it. The reactants are: [OH:1][C:2]1[CH:3]=[C:4]([C:8](=[O:13])[CH2:9][CH2:10][CH2:11][CH3:12])[CH:5]=[CH:6][CH:7]=1.C([O-])([O-])=O.[K+].[K+].Cl[CH2:21][CH2:22][O:23][CH2:24][CH2:25][OH:26]. (2) Given the product [NH2:14][C:11]1[CH:12]=[N:13][C:8]([NH:7][C:5](=[O:6])[C:4]2[CH:17]=[CH:18][C:19]([F:20])=[C:2]([Cl:1])[CH:3]=2)=[N:9][CH:10]=1, predict the reactants needed to synthesize it. The reactants are: [Cl:1][C:2]1[CH:3]=[C:4]([CH:17]=[CH:18][C:19]=1[F:20])[C:5]([NH:7][C:8]1[N:13]=[CH:12][C:11]([N+:14]([O-])=O)=[CH:10][N:9]=1)=[O:6]. (3) Given the product [Br:11][C:12]1[CH:17]=[CH:16][C:15]([N+:18]([O-:20])=[O:19])=[C:14]([O:25][CH2:24][C:23]([CH3:26])=[CH2:22])[CH:13]=1, predict the reactants needed to synthesize it. The reactants are: C[Si]([N-][Si](C)(C)C)(C)C.[K+].[Br:11][C:12]1[CH:17]=[CH:16][C:15]([N+:18]([O-:20])=[O:19])=[C:14](F)[CH:13]=1.[CH3:22][C:23](=[CH2:26])[CH2:24][OH:25].